This data is from Full USPTO retrosynthesis dataset with 1.9M reactions from patents (1976-2016). The task is: Predict the reactants needed to synthesize the given product. Given the product [CH3:17][O:16][C:13]1[CH:14]=[CH:15][C:10]([C:6]2[CH:5]=[C:21]([C:19]#[N:20])[C:22](=[O:23])[NH:24][C:7]=2[CH3:8])=[CH:11][CH:12]=1, predict the reactants needed to synthesize it. The reactants are: [H-].[Na+].CN(C)[CH:5]=[C:6]([C:10]1[CH:15]=[CH:14][C:13]([O:16][CH3:17])=[CH:12][CH:11]=1)[C:7](=O)[CH3:8].[C:19]([CH2:21][C:22]([NH2:24])=[O:23])#[N:20].CO.